Task: Predict the reactants needed to synthesize the given product.. Dataset: Full USPTO retrosynthesis dataset with 1.9M reactions from patents (1976-2016) (1) Given the product [CH2:31]([C:28]1[CH:27]=[CH:26][C:25]([NH:24][C:22](=[O:23])[NH:21][C:6]2([CH2:5][C:4]([O:3][CH2:1][CH3:2])=[O:39])[CH2:10][CH2:9][NH:8][CH2:7]2)=[CH:30][CH:29]=1)[CH2:32][CH2:33][CH2:34][CH2:35][CH2:36][CH2:37][CH3:38], predict the reactants needed to synthesize it. The reactants are: [CH2:1]([O:3][C:4](=[O:39])[CH2:5][C:6]1([NH:21][C:22]([NH:24][C:25]2[CH:30]=[CH:29][C:28]([CH2:31][CH2:32][CH2:33][CH2:34][CH2:35][CH2:36][CH2:37][CH3:38])=[CH:27][CH:26]=2)=[O:23])[CH2:10][CH2:9][N:8](C(OCC2C=CC=CC=2)=O)[CH2:7]1)[CH3:2]. (2) Given the product [CH2:1]([O:3][C@H:4]1[CH2:9][CH2:8][C@H:7]([CH:10]=[O:11])[CH2:6][CH2:5]1)[CH3:2], predict the reactants needed to synthesize it. The reactants are: [CH2:1]([O:3][C@H:4]1[CH2:9][CH2:8][C@H:7]([CH2:10][OH:11])[CH2:6][CH2:5]1)[CH3:2].C1C=C[NH+]=CC=1.[O-][Cr](Cl)(=O)=O.C(OCC)(=O)C. (3) Given the product [CH2:31]([S:35]([O:20][C:17]1[CH:16]=[CH:15][C:14]([N:13]2[C:9]([C:3]3[CH:4]=[CH:5][C:6]([Cl:8])=[CH:7][C:2]=3[Cl:1])=[CH:10][C:11]([C:22]([NH:24][N:25]3[CH2:30][CH2:29][CH2:28][CH2:27][CH2:26]3)=[O:23])=[C:12]2[CH3:21])=[CH:19][CH:18]=1)(=[O:37])=[O:36])[CH2:32][CH2:33][CH3:34], predict the reactants needed to synthesize it. The reactants are: [Cl:1][C:2]1[CH:7]=[C:6]([Cl:8])[CH:5]=[CH:4][C:3]=1[C:9]1[N:13]([C:14]2[CH:19]=[CH:18][C:17]([OH:20])=[CH:16][CH:15]=2)[C:12]([CH3:21])=[C:11]([C:22]([NH:24][N:25]2[CH2:30][CH2:29][CH2:28][CH2:27][CH2:26]2)=[O:23])[CH:10]=1.[CH2:31]([S:35](Cl)(=[O:37])=[O:36])[CH2:32][CH2:33][CH3:34]. (4) The reactants are: [F:1][C:2]1[CH:3]=[C:4]([CH:8]=[CH:9][C:10]=1[N+:11]([O-:13])=[O:12])[C:5]([OH:7])=[O:6].[Si](C=[N+]=[N-])(C)(C)[CH3:15].CCOCC. Given the product [CH3:15][O:6][C:5](=[O:7])[C:4]1[CH:8]=[CH:9][C:10]([N+:11]([O-:13])=[O:12])=[C:2]([F:1])[CH:3]=1, predict the reactants needed to synthesize it. (5) Given the product [OH:27][CH:19]([CH2:20][C:21]1[CH:22]=[CH:23][CH:24]=[CH:25][CH:26]=1)/[CH:18]=[CH:17]/[C@H:11]1[CH2:12][CH2:13][CH2:14][C:15](=[O:16])[N:10]1[CH2:9][CH2:8][CH2:7][CH2:6][CH2:5][CH2:4][C:3]([OH:28])=[O:2], predict the reactants needed to synthesize it. The reactants are: C[O:2][C:3](=[O:28])[CH2:4][CH2:5][CH2:6][CH2:7][CH2:8][CH2:9][N:10]1[C:15](=[O:16])[CH2:14][CH2:13][CH2:12][C@@H:11]1/[CH:17]=[CH:18]/[CH:19]([OH:27])[CH2:20][C:21]1[CH:26]=[CH:25][CH:24]=[CH:23][CH:22]=1. (6) Given the product [Cl:1][C:2]1[N:24]=[C:4]([Cl:8])[N:5]=[C:6]([S:9][C:10]2[CH:11]=[CH:12][C:13]([NH:16][C:17]([CH:19]3[CH2:20][CH2:21]3)=[O:18])=[CH:14][CH:15]=2)[N:7]=1, predict the reactants needed to synthesize it. The reactants are: [Cl:1][C:2]1[N:7]=[CH:6][N:5]=[C:4]([Cl:8])C=1.[SH:9][C:10]1[CH:15]=[CH:14][C:13]([NH:16][C:17]([CH:19]2[CH2:21][CH2:20]2)=[O:18])=[CH:12][CH:11]=1.C([N:24](CC)CC)C.O. (7) Given the product [Br:1][C:2]1[CH:11]=[C:10]2[C:5]([CH:6]=[CH:7][C:8]([C:19]3[CH:18]=[N:17][N:16]([CH2:15][C:14]([CH3:30])([OH:31])[CH3:13])[CH:20]=3)=[N:9]2)=[CH:4][N:3]=1, predict the reactants needed to synthesize it. The reactants are: [Br:1][C:2]1[CH:11]=[C:10]2[C:5]([CH:6]=[CH:7][C:8](Cl)=[N:9]2)=[CH:4][N:3]=1.[CH3:13][C:14]([OH:31])([CH3:30])[CH2:15][N:16]1[CH:20]=[C:19](B2OC(C)(C)C(C)(C)O2)[CH:18]=[N:17]1.